Dataset: Full USPTO retrosynthesis dataset with 1.9M reactions from patents (1976-2016). Task: Predict the reactants needed to synthesize the given product. (1) Given the product [C:9]([SiH2:6][O:27][C:28]([CH3:29])([CH3:2])[C:20]1[CH:19]=[CH:18][CH:17]=[C:16]([CH3:22])[C:15]=1[NH2:14])([CH3:12])([CH3:11])[CH3:10], predict the reactants needed to synthesize it. The reactants are: N1C=CN=[CH:2]1.[Si:6](Cl)([C:9]([CH3:12])([CH3:11])[CH3:10])(C)C.[NH2:14][C:15]1[C:20](C)=[CH:19][CH:18]=[CH:17][C:16]=1[CH2:22]O.C([O:27][CH2:28][CH3:29])(=O)C. (2) Given the product [OH:1][CH2:2][CH2:3][O:4][C:5]1[CH:12]=[CH:11][C:8]([CH:9]=[O:13])=[CH:7][CH:6]=1, predict the reactants needed to synthesize it. The reactants are: [OH:1][CH2:2][CH2:3][O:4][C:5]1[CH:12]=[CH:11][C:8]([CH:9]=C)=[CH:7][CH:6]=1.[OH:13]C1C=CC(C=O)=CC=1. (3) Given the product [C:1]([O:5][C:6](=[O:16])[N:7]([C:9]1[CH:10]=[CH:11][C:12]([O:15][CH2:22][CH2:21][CH2:20][CH2:19][CH2:18][Br:17])=[CH:13][CH:14]=1)[CH3:8])([CH3:4])([CH3:2])[CH3:3], predict the reactants needed to synthesize it. The reactants are: [C:1]([O:5][C:6](=[O:16])[N:7]([C:9]1[CH:14]=[CH:13][C:12]([OH:15])=[CH:11][CH:10]=1)[CH3:8])([CH3:4])([CH3:3])[CH3:2].[Br:17][CH2:18][CH2:19][CH2:20][CH:21](Br)[CH3:22].